Dataset: Forward reaction prediction with 1.9M reactions from USPTO patents (1976-2016). Task: Predict the product of the given reaction. (1) The product is: [C:6]([O:10][C:11](=[O:32])[NH:12][C:13]([C:15]1[S:16][C:17]([S:30][CH3:31])=[C:18]([S:20]([C:23]2[CH:28]=[CH:27][CH:26]=[C:25]([B:40]([OH:41])[OH:39])[CH:24]=2)(=[O:22])=[O:21])[CH:19]=1)=[NH:14])([CH3:9])([CH3:8])[CH3:7]. Given the reactants C([Mg]Cl)(C)C.[C:6]([O:10][C:11](=[O:32])[NH:12][C:13]([C:15]1[S:16][C:17]([S:30][CH3:31])=[C:18]([S:20]([C:23]2[CH:28]=[CH:27][CH:26]=[C:25](Br)[CH:24]=2)(=[O:22])=[O:21])[CH:19]=1)=[NH:14])([CH3:9])([CH3:8])[CH3:7].[Li]CCCC.C[O:39][B:40](OC)[O:41]C, predict the reaction product. (2) The product is: [CH:11]1([CH:8]2[CH2:7][CH2:6][C:5]3([O:1][CH2:2][CH2:3][O:4]3)[CH2:10][CH2:9]2)[CH2:12][CH2:13][CH2:14][CH2:15][CH2:16]1. Given the reactants [O:1]1[C:5]2([CH2:10][CH2:9][CH:8]([CH:11]3[CH2:16][CH2:15][C:14](=O)[CH2:13][CH2:12]3)[CH2:7][CH2:6]2)[O:4][CH2:3][CH2:2]1.NN.[OH-].[K+], predict the reaction product. (3) Given the reactants [NH2:1][C:2]1[C:7]2[N:8]=[C:9]([S:19][C:20]3[C:28]([I:29])=[CH:27][C:23]4[O:24][CH2:25][O:26][C:22]=4[CH:21]=3)[N:10]([CH2:11][CH2:12][CH2:13][C:14]([O:16]CC)=O)[C:6]=2[CH:5]=[CH:4][N:3]=1.[NH3:30], predict the reaction product. The product is: [NH2:1][C:2]1[C:7]2[N:8]=[C:9]([S:19][C:20]3[C:28]([I:29])=[CH:27][C:23]4[O:24][CH2:25][O:26][C:22]=4[CH:21]=3)[N:10]([CH2:11][CH2:12][CH2:13][C:14]([NH2:30])=[O:16])[C:6]=2[CH:5]=[CH:4][N:3]=1. (4) Given the reactants FC1C(O[C:9]([C:11]2[N:12]([CH3:33])[C:13]3[C:21]([C:22]=2[Br:23])=[C:20]2[C:16]([C:17](=[O:25])[NH:18][C:19]2=[O:24])=[C:15]([C:26]2[CH:31]=[CH:30][CH:29]=[CH:28][C:27]=2[Cl:32])[CH:14]=3)=[O:10])=C(F)C(F)=C(F)C=1F.C(N(CC)CC)C.[N:45]1([CH2:50][CH2:51][CH2:52][NH2:53])[CH2:49][CH2:48][CH2:47][CH2:46]1.C(OCC)(=O)C, predict the reaction product. The product is: [N:45]1([CH2:50][CH2:51][CH2:52][NH:53][C:9]([C:11]2[N:12]([CH3:33])[C:13]3[C:21]([C:22]=2[Br:23])=[C:20]2[C:16]([C:17](=[O:25])[NH:18][C:19]2=[O:24])=[C:15]([C:26]2[CH:31]=[CH:30][CH:29]=[CH:28][C:27]=2[Cl:32])[CH:14]=3)=[O:10])[CH2:49][CH2:48][CH2:47][CH2:46]1.